Dataset: Catalyst prediction with 721,799 reactions and 888 catalyst types from USPTO. Task: Predict which catalyst facilitates the given reaction. (1) Reactant: [F:1][C:2]1[CH:7]=[CH:6][CH:5]=[C:4]([F:8])[C:3]=1[C:9]1[CH:10]=[C:11]2[C:15](=[CH:16][CH:17]=1)[NH:14][CH:13]=[C:12]2[C:18]1[CH:23]=[C:22]([O:24]C)[N:21]=[C:20]([NH:26][C@@H:27]2[CH2:32][CH2:31][CH2:30][N:29](C(OC(C)(C)C)=O)[CH2:28]2)[N:19]=1. Product: [F:1][C:2]1[CH:7]=[CH:6][CH:5]=[C:4]([F:8])[C:3]=1[C:9]1[CH:10]=[C:11]2[C:15](=[CH:16][CH:17]=1)[NH:14][CH:13]=[C:12]2[C:18]1[N:19]=[C:20]([NH:26][C@@H:27]2[CH2:32][CH2:31][CH2:30][NH:29][CH2:28]2)[NH:21][C:22](=[O:24])[CH:23]=1. The catalyst class is: 844. (2) The catalyst class is: 10. Product: [F:39][CH:35]([F:40])[N:10]1[CH2:11][CH2:12][N:8]([C:6]2[CH:5]=[CH:4][C:3]([N:14]3[CH:19]=[C:18]([O:20][CH3:21])[C:17](=[O:22])[C:16]([C:23]4[N:27]([C:28]5[CH:29]=[CH:30][CH:31]=[CH:32][CH:33]=5)[N:26]=[CH:25][CH:24]=4)=[N:15]3)=[C:2]([F:1])[CH:7]=2)[C:9]1=[O:13]. Reactant: [F:1][C:2]1[CH:7]=[C:6]([N:8]2[CH2:12][CH2:11][NH:10][C:9]2=[O:13])[CH:5]=[CH:4][C:3]=1[N:14]1[CH:19]=[C:18]([O:20][CH3:21])[C:17](=[O:22])[C:16]([C:23]2[N:27]([C:28]3[CH:33]=[CH:32][CH:31]=[CH:30][CH:29]=3)[N:26]=[CH:25][CH:24]=2)=[N:15]1.Cl[C:35]([F:40])([F:39])C([O-])=O.[Na+].C1OCCOCCOCCOCCOCCOC1. (3) Reactant: FC(F)(F)C(O)=O.CC(OC([N:15]1[CH2:20][CH2:19][CH:18]([O:21][C:22]2[CH:27]=[CH:26][C:25]([C:28]3(O)[CH2:33][CH2:32][N:31]([C:34]([O:36][CH2:37][C:38]4[CH:43]=[CH:42][CH:41]=[CH:40][CH:39]=4)=[O:35])[CH2:30][CH2:29]3)=[CH:24][CH:23]=2)[CH2:17][CH2:16]1)=O)(C)C. Product: [NH:15]1[CH2:20][CH2:19][CH:18]([O:21][C:22]2[CH:23]=[CH:24][C:25]([C:28]3[CH2:33][CH2:32][N:31]([C:34]([O:36][CH2:37][C:38]4[CH:39]=[CH:40][CH:41]=[CH:42][CH:43]=4)=[O:35])[CH2:30][CH:29]=3)=[CH:26][CH:27]=2)[CH2:17][CH2:16]1. The catalyst class is: 4.